Task: Predict which catalyst facilitates the given reaction.. Dataset: Catalyst prediction with 721,799 reactions and 888 catalyst types from USPTO Reactant: [NH:1]1[CH2:6][CH2:5][C:4](=[N:7][O:8][CH:9]2[CH2:14][CH2:13][N:12]([C:15]([O:17][CH:18]([CH3:20])[CH3:19])=[O:16])[CH2:11][CH2:10]2)[CH2:3][CH2:2]1.Cl[C:22]1[N:27]=[CH:26][C:25]([CH:28]=[O:29])=[CH:24][C:23]=1[F:30].C(N(C(C)C)CC)(C)C.C(OCC)(=O)C. The catalyst class is: 16. Product: [CH:18]([O:17][C:15]([N:12]1[CH2:11][CH2:10][CH:9]([O:8][N:7]=[C:4]2[CH2:3][CH2:2][N:1]([C:22]3[C:23]([F:30])=[CH:24][C:25]([CH:28]=[O:29])=[CH:26][N:27]=3)[CH2:6][CH2:5]2)[CH2:14][CH2:13]1)=[O:16])([CH3:20])[CH3:19].